Dataset: Full USPTO retrosynthesis dataset with 1.9M reactions from patents (1976-2016). Task: Predict the reactants needed to synthesize the given product. (1) Given the product [CH3:15][C:17]1[C:25]2[C:20](=[CH:21][CH:22]=[CH:23][CH:24]=2)[N:19]([C:26]2[N:30]=[C:29]([CH:31]3[CH2:36][CH2:35][N:34]([CH2:37][CH2:38][NH:66][C:3](=[O:5])[C:2]4[CH:92]=[CH:91][CH:90]=[CH:89][CH:88]=4)[CH2:33][CH2:32]3)[O:28][N:27]=2)[N:18]=1, predict the reactants needed to synthesize it. The reactants are: F[C:2](F)(F)[C:3]([OH:5])=O.FC(F)(F)C(O)=O.[CH2:15]([C:17]1[C:25]2[C:20](=[CH:21][CH:22]=[CH:23][CH:24]=2)[N:19]([C:26]2[N:30]=[C:29]([CH:31]3[CH2:36][CH2:35][N:34]([CH2:37][CH2:38]C4CCNCC4)[CH2:33][CH2:32]3)[O:28][N:27]=2)[N:18]=1)C.ClC(OC)=O.FC(F)(F)C(O)=O.FC(F)(F)C(O)=O.CC1C2C(=CC=CC=2)N(C2N=C(C3CCN(CCN)CC3)ON=2)[N:66]=1.[C:88](Cl)(=O)[C:89]1C=C[CH:92]=[CH:91][CH:90]=1.Cl. (2) Given the product [F:17][C:14]1[CH:15]=[CH:16][C:11]2[N:12]([C:8]([C:6]3[N:5]=[C:4]([NH:18][C@@H:19]4[CH2:24][CH2:23][CH2:22][N:21]([C:25]([O:27][C:28]([CH3:31])([CH3:30])[CH3:29])=[O:26])[CH2:20]4)[CH:3]=[C:2]([O:36][CH2:35][CH2:34][O:33][CH3:32])[N:7]=3)=[CH:9][N:10]=2)[CH:13]=1, predict the reactants needed to synthesize it. The reactants are: Cl[C:2]1[N:7]=[C:6]([C:8]2[N:12]3[CH:13]=[C:14]([F:17])[CH:15]=[CH:16][C:11]3=[N:10][CH:9]=2)[N:5]=[C:4]([NH:18][C@@H:19]2[CH2:24][CH2:23][CH2:22][N:21]([C:25]([O:27][C:28]([CH3:31])([CH3:30])[CH3:29])=[O:26])[CH2:20]2)[CH:3]=1.[CH3:32][O:33][CH2:34][CH2:35][OH:36].[H-].[Na+].FC1C=CC2N(C(C3N=C(N[C@@H]4CCCN(C(OC(C)(C)C)=O)C4)C=C(OCCN4CCOCC4)N=3)=CN=2)C=1. (3) Given the product [NH:9]([C:10]([C:12]1[CH:21]=[CH:20][C:15]([C:16]([O:18][CH3:19])=[O:17])=[CH:14][CH:13]=1)=[O:11])[NH2:8], predict the reactants needed to synthesize it. The reactants are: CC(OC([NH:8][NH:9][C:10]([C:12]1[CH:21]=[CH:20][C:15]([C:16]([O:18][CH3:19])=[O:17])=[CH:14][CH:13]=1)=[O:11])=O)(C)C. (4) Given the product [CH2:1]([O:3][C:4]([N:6]1[C:15]2[C:10](=[N:11][C:12]([O:16][CH3:17])=[CH:13][CH:14]=2)[C@@H:9]([NH:18][C:19]2[N:24]=[C:23]([CH2:25][C:26]3[CH:27]=[C:28]([C:36]([F:39])([F:38])[F:37])[CH:29]=[C:30]([C:32]([F:33])([F:34])[F:35])[CH:31]=3)[C:22]([CH2:40][CH2:41][C:42]3[NH:45][C:53](=[O:54])[O:44][N:43]=3)=[CH:21][N:20]=2)[CH2:8][C@H:7]1[CH2:46][CH3:47])=[O:5])[CH3:2], predict the reactants needed to synthesize it. The reactants are: [CH2:1]([O:3][C:4]([N:6]1[C:15]2[C:10](=[N:11][C:12]([O:16][CH3:17])=[CH:13][CH:14]=2)[C@@H:9]([NH:18][C:19]2[N:24]=[C:23]([CH2:25][C:26]3[CH:31]=[C:30]([C:32]([F:35])([F:34])[F:33])[CH:29]=[C:28]([C:36]([F:39])([F:38])[F:37])[CH:27]=3)[C:22]([CH2:40][CH2:41][C:42](=[NH:45])[NH:43][OH:44])=[CH:21][N:20]=2)[CH2:8][C@H:7]1[CH2:46][CH3:47])=[O:5])[CH3:2].C1N=CN([C:53](N2C=NC=C2)=[O:54])C=1. (5) Given the product [NH2:29][C:24]1[CH:25]=[CH:26][CH:27]=[CH:28][C:23]=1[NH:22][C:20]1[N:19]=[CH:18][N:17]=[C:16]([N:15]([CH3:32])[C:14]([NH:13][C:3]2[C:2]([Cl:1])=[C:7]([O:8][CH3:9])[CH:6]=[C:5]([O:10][CH3:11])[C:4]=2[Cl:12])=[O:33])[CH:21]=1, predict the reactants needed to synthesize it. The reactants are: [Cl:1][C:2]1[C:7]([O:8][CH3:9])=[CH:6][C:5]([O:10][CH3:11])=[C:4]([Cl:12])[C:3]=1[NH:13][C:14](=[O:33])[N:15]([CH3:32])[C:16]1[CH:21]=[C:20]([NH:22][C:23]2[CH:28]=[CH:27][CH:26]=[CH:25][C:24]=2[N+:29]([O-])=O)[N:19]=[CH:18][N:17]=1.